From a dataset of Full USPTO retrosynthesis dataset with 1.9M reactions from patents (1976-2016). Predict the reactants needed to synthesize the given product. (1) Given the product [CH2:1]([O:8][C:9]1[CH:18]=[C:17]2[C:12]([C:13]([Cl:27])=[N:14][CH:15]=[N:16]2)=[CH:11][CH:10]=1)[C:2]1[CH:7]=[CH:6][CH:5]=[CH:4][CH:3]=1, predict the reactants needed to synthesize it. The reactants are: [CH2:1]([O:8][C:9]1[CH:18]=[C:17]2[C:12]([C:13](=O)[NH:14][CH:15]=[N:16]2)=[CH:11][CH:10]=1)[C:2]1[CH:7]=[CH:6][CH:5]=[CH:4][CH:3]=1.CN(C=O)C.S(Cl)([Cl:27])=O. (2) Given the product [ClH:3].[NH2:5][C:6]1[CH:14]=[CH:13][C:9]([C:10]([O:12][CH3:15])=[O:11])=[CH:8][N:7]=1, predict the reactants needed to synthesize it. The reactants are: S(Cl)([Cl:3])=O.[NH2:5][C:6]1[CH:14]=[CH:13][C:9]([C:10]([OH:12])=[O:11])=[CH:8][N:7]=1.[CH3:15]O.